From a dataset of Catalyst prediction with 721,799 reactions and 888 catalyst types from USPTO. Predict which catalyst facilitates the given reaction. (1) Reactant: [CH3:1][C:2]1[CH:10]=[CH:9][CH:8]=[C:7]([N+:11]([O-])=O)[C:3]=1[C:4]([OH:6])=[O:5]. Product: [NH2:11][C:7]1[CH:8]=[CH:9][CH:10]=[C:2]([CH3:1])[C:3]=1[C:4]([OH:6])=[O:5]. The catalyst class is: 19. (2) Reactant: [Cl:1][C:2]1[CH:3]=[C:4]([C:9]2([C:26]([F:29])([F:28])[F:27])[O:13][N:12]=[C:11]([C:14]3[CH:24]=[CH:23][C:17]([C:18]([NH:20][CH2:21][OH:22])=[O:19])=[C:16]([CH3:25])[CH:15]=3)[CH2:10]2)[CH:5]=[C:6]([Cl:8])[CH:7]=1.S(Cl)(Cl)=O.O. Product: [Cl:1][C:2]1[CH:3]=[C:4]([C:9]2([C:26]([F:27])([F:29])[F:28])[O:13][N:12]=[C:11]([C:14]3[CH:24]=[CH:23][C:17]([C:18]([NH:20][CH2:21][O:22][CH2:9][C:26]([F:29])([F:28])[F:27])=[O:19])=[C:16]([CH3:25])[CH:15]=3)[CH2:10]2)[CH:5]=[C:6]([Cl:8])[CH:7]=1. The catalyst class is: 4. (3) Reactant: [CH2:1]1[C:9]2[CH:8]=[CH:7][CH:6]=[C:5]([C:10]#[N:11])[C:4]=2[CH2:3][NH:2]1.[C:12](O[C:12]([O:14][C:15]([CH3:18])([CH3:17])[CH3:16])=[O:13])([O:14][C:15]([CH3:18])([CH3:17])[CH3:16])=[O:13].C(N(CC)CC)C. Product: [C:10]([C:5]1[CH:6]=[CH:7][CH:8]=[C:9]2[C:4]=1[CH2:3][N:2]([C:12]([O:14][C:15]([CH3:18])([CH3:17])[CH3:16])=[O:13])[CH2:1]2)#[N:11]. The catalyst class is: 4. (4) Reactant: [NH2:1][C:2](=[O:20])[CH2:3][O:4][C:5]1[CH:6]=[C:7]([N:11](C)[C:12](=O)OC(C)(C)C)[CH:8]=[CH:9][CH:10]=1.C(Cl)Cl. Product: [CH3:12][NH:11][C:7]1[CH:6]=[C:5]([CH:10]=[CH:9][CH:8]=1)[O:4][CH2:3][C:2]([NH2:1])=[O:20]. The catalyst class is: 67. (5) Reactant: [C:1](Cl)(=[O:4])[CH2:2][CH3:3].CCN(CC)CC.CN(C(ON1N=NC2C=CC=CC1=2)=[N+](C)C)C.F[P-](F)(F)(F)(F)F.[NH2:37][C:38]1[CH:39]=[C:40]2[C:44](=[CH:45][CH:46]=1)[N:43]([C:47]([O:49][C:50]([CH3:53])([CH3:52])[CH3:51])=[O:48])[CH:42]=[C:41]2[C:54]1[CH:59]=[N:58][CH:57]=[C:56]([N:60]2[CH2:65][CH2:64][CH:63]([NH:66][C:67]([O:69][C:70]([CH3:73])([CH3:72])[CH3:71])=[O:68])[CH2:62][CH2:61]2)[N:55]=1. Product: [C:70]([O:69][C:67]([NH:66][CH:63]1[CH2:62][CH2:61][N:60]([C:56]2[N:55]=[C:54]([C:41]3[C:40]4[C:44](=[CH:45][CH:46]=[C:38]([NH:37][C:1](=[O:4])[CH2:2][CH3:3])[CH:39]=4)[N:43]([C:47]([O:49][C:50]([CH3:53])([CH3:52])[CH3:51])=[O:48])[CH:42]=3)[CH:59]=[N:58][CH:57]=2)[CH2:65][CH2:64]1)=[O:68])([CH3:73])([CH3:72])[CH3:71]. The catalyst class is: 2. (6) The catalyst class is: 1. Product: [C:11]([O:10][C:9]([N:8]([C:16]1[C:21]([CH3:23])([CH3:22])[S:20](=[O:25])(=[O:24])[CH:19]([F:57])[C@:18]([C:27]2[CH:32]=[C:31]([N+:33]([O-:35])=[O:34])[CH:30]=[CH:29][C:28]=2[F:36])([CH3:26])[N:17]=1)[C:6](=[O:7])[O:5][C:1]([CH3:2])([CH3:3])[CH3:4])=[O:15])([CH3:12])([CH3:13])[CH3:14]. Reactant: [C:1]([O:5][C:6]([N:8]([C:16]1[C:21]([CH3:23])([CH3:22])[S:20](=[O:25])(=[O:24])[CH2:19][C@:18]([C:27]2[CH:32]=[C:31]([N+:33]([O-:35])=[O:34])[CH:30]=[CH:29][C:28]=2[F:36])([CH3:26])[N:17]=1)[C:9](=[O:15])[O:10][C:11]([CH3:14])([CH3:13])[CH3:12])=[O:7])([CH3:4])([CH3:3])[CH3:2].[Li+].C[Si]([N-][Si](C)(C)C)(C)C.C1C=CC(S(N(S(C2C=CC=CC=2)(=O)=O)[F:57])(=O)=O)=CC=1.[Cl-].[NH4+]. (7) Product: [OH:4][C:5]1[C:15]2[N:14]=[C:13]([CH3:16])[N:12]([CH3:17])[C:11]=2[CH:10]=[C:9]([CH2:18][O:19][CH3:20])[C:6]=1[CH2:7][CH2:8][C:3]([C:21]1[CH:26]=[CH:25][CH:24]=[CH:23][C:22]=1[CH3:27])=[O:2]. The catalyst class is: 1. Reactant: C[O:2][C:3]1([C:21]2[CH:26]=[CH:25][CH:24]=[CH:23][C:22]=2[CH3:27])[CH2:8][CH2:7][C:6]2[C:9]([CH2:18][O:19][CH3:20])=[CH:10][C:11]3[N:12]([CH3:17])[C:13]([CH3:16])=[N:14][C:15]=3[C:5]=2[O:4]1.Cl.